From a dataset of Catalyst prediction with 721,799 reactions and 888 catalyst types from USPTO. Predict which catalyst facilitates the given reaction. (1) Reactant: [C:1]([C@@H:4]1[CH2:8][C@@H:7]([OH:9])[CH2:6][N:5]1[C:10]([O:12][C:13]([CH3:16])([CH3:15])[CH3:14])=[O:11])(=O)[NH2:2].FC(F)(F)C(OC(=O)C(F)(F)F)=O. Product: [C:1]([C@@H:4]1[CH2:8][C@@H:7]([OH:9])[CH2:6][N:5]1[C:10]([O:12][C:13]([CH3:16])([CH3:15])[CH3:14])=[O:11])#[N:2]. The catalyst class is: 17. (2) Reactant: [NH:1]1[C:9]2[C:4](=[CH:5][CH:6]=[CH:7][CH:8]=2)[C:3](/[CH:10]=[CH:11]/[C:12]2[CH:17]=[CH:16][CH:15]=[CH:14][C:13]=2[NH2:18])=[N:2]1.C(N(CC)CC)C.[CH2:26]([N:28]=[C:29]=[O:30])[CH3:27].C(=O)([O-])[O-].[K+].[K+]. Product: [CH2:26]([NH:28][C:29]([NH:18][C:13]1[CH:14]=[CH:15][CH:16]=[CH:17][C:12]=1/[CH:11]=[CH:10]/[C:3]1[C:4]2[C:9](=[CH:8][CH:7]=[CH:6][CH:5]=2)[NH:1][N:2]=1)=[O:30])[CH3:27]. The catalyst class is: 20. (3) Reactant: [O:1]1[C:6]2=[C:7]3[C:12](=[CH:13][CH:14]=[C:5]2[O:4][CH2:3][CH2:2]1)[N:11]=[CH:10][CH:9]=[C:8]3O.P(Br)(Br)[Br:17].C(=O)([O-])[O-].[Na+].[Na+]. Product: [Br:17][C:8]1[C:7]2[C:12](=[CH:13][CH:14]=[C:5]3[O:4][CH2:3][CH2:2][O:1][C:6]3=2)[N:11]=[CH:10][CH:9]=1. The catalyst class is: 3. (4) Reactant: [CH2:1]([N:3]([C:7]1[CH:12]=[CH:11][C:10]([NH:13][CH2:14][CH:15]2[CH2:20][CH2:19][O:18][CH2:17][CH2:16]2)=[C:9]([N+:21]([O-])=O)[CH:8]=1)[C:4](=[O:6])[CH3:5])[CH3:2]. Product: [NH2:21][C:9]1[CH:8]=[C:7]([N:3]([CH2:1][CH3:2])[C:4](=[O:6])[CH3:5])[CH:12]=[CH:11][C:10]=1[NH:13][CH2:14][CH:15]1[CH2:16][CH2:17][O:18][CH2:19][CH2:20]1. The catalyst class is: 78. (5) Reactant: [C:1]([N:4]1[CH2:8][C@H:7]([OH:9])[CH2:6][C@H:5]1[C:10]([OH:12])=O)(=[O:3])[CH3:2].CCN(CC)CC.F[P-](F)(F)(F)(F)F.N1(O[P+](N(C)C)(N(C)C)N(C)C)C2C=CC=CC=2N=N1.[F:47][C:48]([F:78])([F:77])[C:49]1[CH:50]=[C:51]([C:59]([CH3:76])([CH3:75])[C:60]([N:62]([CH3:74])[C@H:63]2[C@H:67]([C:68]3[CH:73]=[CH:72][CH:71]=[CH:70][CH:69]=3)[CH2:66][NH:65][CH2:64]2)=[O:61])[CH:52]=[C:53]([C:55]([F:58])([F:57])[F:56])[CH:54]=1. Product: [C:1]([N:4]1[CH2:8][C@H:7]([OH:9])[CH2:6][C@H:5]1[C:10]([N:65]1[CH2:66][C@@H:67]([C:68]2[CH:73]=[CH:72][CH:71]=[CH:70][CH:69]=2)[C@H:63]([N:62]([CH3:74])[C:60](=[O:61])[C:59]([C:51]2[CH:50]=[C:49]([C:48]([F:78])([F:47])[F:77])[CH:54]=[C:53]([C:55]([F:56])([F:57])[F:58])[CH:52]=2)([CH3:76])[CH3:75])[CH2:64]1)=[O:12])(=[O:3])[CH3:2]. The catalyst class is: 1. (6) Reactant: [H-].[Na+].[NH:3]1[CH:7]=[N:6][CH:5]=[N:4]1.CS(O[C@H:13]1[CH2:18][CH2:17][C@H:16]([NH:19][C:20]([O:22][C:23]([CH3:26])([CH3:25])[CH3:24])=[O:21])[CH2:15][CH2:14]1)(=O)=O. Product: [C:23]([O:22][C:20](=[O:21])[NH:19][C@H:16]1[CH2:15][CH2:14][C@@H:13]([N:3]2[CH:7]=[N:6][CH:5]=[N:4]2)[CH2:18][CH2:17]1)([CH3:26])([CH3:24])[CH3:25]. The catalyst class is: 9. (7) Reactant: [O:1]=[C:2]([CH2:49][CH2:50][CH2:51][C:52](=[O:72])[NH:53][C:54]1[CH:55]=[N:56][C:57]([C:60]2[N:61]=[N:62][C:63]([C:66]3[CH:71]=[CH:70][CH:69]=[CH:68][N:67]=3)=[N:64][N:65]=2)=[CH:58][CH:59]=1)[NH:3][CH2:4][CH2:5][O:6][CH2:7][CH2:8][O:9][CH2:10][CH2:11][O:12][CH2:13][CH2:14][O:15][CH2:16][CH2:17][O:18][CH2:19][CH2:20][O:21][CH2:22][CH2:23][O:24][CH2:25][CH2:26][O:27][CH2:28][CH2:29][O:30][CH2:31][CH2:32][O:33][CH2:34][CH2:35][O:36][CH2:37][CH2:38][O:39][CH2:40][CH2:41][C:42]([O:44]C(C)(C)C)=[O:43].C(O)(C(F)(F)F)=O. Product: [O:1]=[C:2]([CH2:49][CH2:50][CH2:51][C:52](=[O:72])[NH:53][C:54]1[CH:55]=[N:56][C:57]([C:60]2[N:61]=[N:62][C:63]([C:66]3[CH:71]=[CH:70][CH:69]=[CH:68][N:67]=3)=[N:64][N:65]=2)=[CH:58][CH:59]=1)[NH:3][CH2:4][CH2:5][O:6][CH2:7][CH2:8][O:9][CH2:10][CH2:11][O:12][CH2:13][CH2:14][O:15][CH2:16][CH2:17][O:18][CH2:19][CH2:20][O:21][CH2:22][CH2:23][O:24][CH2:25][CH2:26][O:27][CH2:28][CH2:29][O:30][CH2:31][CH2:32][O:33][CH2:34][CH2:35][O:36][CH2:37][CH2:38][O:39][CH2:40][CH2:41][C:42]([OH:44])=[O:43]. The catalyst class is: 2. (8) Product: [Br:1][C:2]1[CH:7]=[CH:6][C:5]([CH:8]2[CH2:9][NH:10][C:11](=[O:14])[CH2:12][O:15]2)=[CH:4][CH:3]=1. Reactant: [Br:1][C:2]1[CH:7]=[CH:6][C:5]([CH:8]([OH:15])[CH2:9][NH:10][C:11](=[O:14])[CH2:12]Cl)=[CH:4][CH:3]=1.CC(C)([O-])C.[K+]. The catalyst class is: 1. (9) Reactant: C([O-])(=O)C.[Na+].[Cl:6][C:7]1[CH:8]=[C:9]([C:13](=[N:15][O:16][C:17](=O)[C@H:18]([OH:20])[CH3:19])[NH2:14])[CH:10]=[CH:11][CH:12]=1. Product: [Cl:6][C:7]1[CH:8]=[C:9]([C:13]2[N:14]=[C:17]([C@H:18]([OH:20])[CH3:19])[O:16][N:15]=2)[CH:10]=[CH:11][CH:12]=1. The catalyst class is: 97. (10) Reactant: [C:1]([CH2:3][C:4]1[C:5]([CH3:15])=[C:6]([N+:12]([O-])=O)[C:7]([CH3:11])=[CH:8][C:9]=1[CH3:10])#[N:2].[Cl-].[NH4+]. Product: [C:1]([CH2:3][C:4]1[C:5]([CH3:15])=[C:6]([C:7]([CH3:11])=[CH:8][C:9]=1[CH3:10])[NH2:12])#[N:2]. The catalyst class is: 284.